Binary Classification. Given a drug SMILES string, predict its activity (active/inactive) in a high-throughput screening assay against a specified biological target. From a dataset of Cav3 T-type calcium channel HTS with 100,875 compounds. (1) The drug is O(C(=O)c1cc(NC(=O)c2nccnc2)ccc1)CC. The result is 0 (inactive). (2) The compound is O=C1N(C(Nc2cc(ccc2)C)=NC1)CC=C. The result is 0 (inactive).